The task is: Predict the reactants needed to synthesize the given product.. This data is from Full USPTO retrosynthesis dataset with 1.9M reactions from patents (1976-2016). Given the product [CH3:26][C:25]1[C:3]([C:1]#[N:2])=[CH:4][C:5]2[NH:9][C:8](=[O:10])[N:7]([CH:11]3[CH2:12][CH2:13][NH:14][CH2:15][CH2:16]3)[C:6]=2[CH:24]=1, predict the reactants needed to synthesize it. The reactants are: [C:1]([C:3]1[C:25]([CH3:26])=[CH:24][C:6]2[N:7]([CH:11]3[CH2:16][CH2:15][N:14](C(OC(C)(C)C)=O)[CH2:13][CH2:12]3)[C:8](=[O:10])[NH:9][C:5]=2[CH:4]=1)#[N:2].FC(F)(F)C(O)=O.